From a dataset of hERG potassium channel inhibition data for cardiac toxicity prediction from Karim et al.. Regression/Classification. Given a drug SMILES string, predict its toxicity properties. Task type varies by dataset: regression for continuous values (e.g., LD50, hERG inhibition percentage) or binary classification for toxic/non-toxic outcomes (e.g., AMES mutagenicity, cardiotoxicity, hepatotoxicity). Dataset: herg_karim. The compound is COC1COCCC1NC1CCC(C(=O)N2CCN(c3nc(C(F)(F)F)cs3)CC2)(C(C)C)C1. The result is 0 (non-blocker).